From a dataset of CYP1A2 inhibition data for predicting drug metabolism from PubChem BioAssay. Regression/Classification. Given a drug SMILES string, predict its absorption, distribution, metabolism, or excretion properties. Task type varies by dataset: regression for continuous measurements (e.g., permeability, clearance, half-life) or binary classification for categorical outcomes (e.g., BBB penetration, CYP inhibition). Dataset: cyp1a2_veith. (1) The compound is O=C(O)c1cccc(C[C@H](Br)C(=O)O)c1. The result is 0 (non-inhibitor). (2) The result is 1 (inhibitor). The molecule is CC/C(=C(\CC)c1ccc(O)cc1)c1ccc(O)cc1. (3) The molecule is N#Cc1ccc(CN2CCC3(CC2)CCN(C(=O)c2cnccn2)CC3)cc1. The result is 0 (non-inhibitor). (4) The compound is Cc1ccc(Cn2cccc(NC(=O)NCc3ccccc3)c2=O)cc1. The result is 0 (non-inhibitor). (5) The molecule is CO[C@@H]1COC(=O)C/C=C\[C@H](C)COC(=O)[C@H](C)NC(=O)C/C=C\[C@H]1C. The result is 0 (non-inhibitor). (6) The drug is CCc1cccc(NC(=O)CN(C)S(=O)(=O)c2cnc[nH]2)c1. The result is 0 (non-inhibitor). (7) The drug is Cc1nc(N=Nc2cc(S(=O)(=O)[O-])ccc2S(=O)(=O)[O-])c(COP(=O)([O-])[O-])c(C=O)c1O. The result is 0 (non-inhibitor). (8) The compound is C[C@@H]1O[C@H]1P(=O)([O-])[O-].[Na+].[Na+]. The result is 0 (non-inhibitor). (9) The compound is Cc1ccc(Oc2coc3cc(OC(=O)c4cccs4)ccc3c2=O)cc1. The result is 1 (inhibitor).